Dataset: TAP: 5 developability metrics (CDR length, charge patches, hydrophobicity). Task: Multi-output Regression. Predict 5 antibody developability metrics. The antibody is ["['QVQLVQSGAEVKKPGASVKVSCKASGYTFTNHYMHWVRQAPGQGLEWMGIINPISGSTSNAQKFQGRVTMTRDTSTSTVYMELSSLRSEDTAVYYCARDIVDAFDFWGQGTMVTVSS'\\n 'AIQLTQSPSSLSASVGDRVTITCRASQGISSALVWYQQKPGKAPKLLIYDASSLESGVPSRFSGSGSGTDFTLTISSLQPEDFATYYCQQFNDYFTFGPGTKVDIK']"]. Developability metrics: CDR_Length=43.0, PSH=110, PPC=0.0309, PNC=0.460, SFvCSP=2.20.